Dataset: Full USPTO retrosynthesis dataset with 1.9M reactions from patents (1976-2016). Task: Predict the reactants needed to synthesize the given product. (1) Given the product [Br:1][C:2]1[CH:7]=[C:6]([C:8]2([CH3:11])[CH2:10][N:9]2[S:42]([C:37]2[CH:38]=[CH:39][CH:40]=[CH:41][C:36]=2[N+:33]([O-:35])=[O:34])(=[O:43])=[O:44])[C:5]([F:12])=[CH:4][N:3]=1, predict the reactants needed to synthesize it. The reactants are: [Br:1][C:2]1[CH:7]=[C:6]([C:8]2([CH3:11])[CH2:10][NH:9]2)[C:5]([F:12])=[CH:4][N:3]=1.P(C1C=CC=CC=1)(C1C=CC=CC=1)(C1C=CC=CC=1)=O.[N+:33]([C:36]1[CH:41]=[CH:40][CH:39]=[CH:38][C:37]=1[S:42](Cl)(=[O:44])=[O:43])([O-:35])=[O:34].CN1CCOCC1. (2) Given the product [Cl:1][C:2]1[N:10]=[C:9]2[C:5]([N:6]=[CH:7][N:8]2[C@@H:11]2[CH2:15][C@H:14]([N:16]3[N:80]=[C:79]([CH2:81][OH:82])[CH:78]=[N:77]3)[C@@H:13]([OH:21])[C@H:12]2[OH:22])=[C:4]([NH:23][CH2:24][CH:25]([C:32]2[CH:33]=[CH:34][CH:35]=[CH:36][CH:37]=2)[C:26]2[CH:27]=[CH:28][CH:29]=[CH:30][CH:31]=2)[N:3]=1, predict the reactants needed to synthesize it. The reactants are: [Cl:1][C:2]1[N:10]=[C:9]2[C:5]([N:6]=[CH:7][N:8]2[C@@H:11]2[CH2:15][C@H:14]([NH:16]C(=O)CC)[C@@H:13]([OH:21])[C@H:12]2[OH:22])=[C:4]([NH:23][CH2:24][CH:25]([C:32]2[CH:37]=[CH:36][CH:35]=[CH:34][CH:33]=2)[C:26]2[CH:31]=[CH:30][CH:29]=[CH:28][CH:27]=2)[N:3]=1.ClC1N=C2C(N=CN2[C@@H]2C[C@H](NC(=O)CC)[C@@H](O)[C@H]2O)=C(Cl)N=1.ClC1N=C2C(N=CN2[C@@H]2C[C@H](N3[N:80]=[C:79]([CH2:81][OH:82])[CH:78]=[N:77]3)[C@@H](O)[C@H]2O)=C(Cl)N=1. (3) The reactants are: [CH3:1][O:2][C:3](=[O:14])[CH2:4][O:5][C:6]1[CH:11]=[CH:10][C:9]([F:12])=[C:8]([NH2:13])[CH:7]=1.C[O:16][C:17](=O)[CH:18]([CH2:23][C:24]1[CH:29]=[CH:28][C:27]([F:30])=[CH:26][C:25]=1[F:31])[C:19](=O)[CH2:20][CH3:21].O1CCOCC1.C([O-])(=O)C.[Na+]. Given the product [CH3:1][O:2][C:3](=[O:14])[CH2:4][O:5][C:6]1[CH:11]=[CH:10][C:9]([F:12])=[C:8]2[C:7]=1[C:17](=[O:16])[C:18]([CH2:23][C:24]1[CH:29]=[CH:28][C:27]([F:30])=[CH:26][C:25]=1[F:31])=[C:19]([CH2:20][CH3:21])[NH:13]2, predict the reactants needed to synthesize it. (4) Given the product [CH3:1][N:2]1[CH2:3][CH:4]2[CH2:9][CH:7]([NH:6][N:5]2[C:20]([O:22][C:23]([CH3:26])([CH3:25])[CH3:24])=[O:21])[CH2:8]1, predict the reactants needed to synthesize it. The reactants are: [CH3:1][N:2]1[CH2:8][CH:7]2[CH2:9][CH:4]([N:5]([C:20]([O:22][C:23]([CH3:26])([CH3:25])[CH3:24])=[O:21])[N:6]2C(OCC2C=CC=CC=2)=O)[CH2:3]1. (5) Given the product [Br:22][C:23]1[CH:24]=[C:25]2[C:29](=[C:30]([C:32]([O:34][CH2:35][CH3:36])=[O:33])[CH:31]=1)[NH:28][CH:27]=[C:26]2[CH:3]1[CH2:4][CH:5]2[S:8][CH:1]([CH2:7][CH2:6]2)[CH2:2]1, predict the reactants needed to synthesize it. The reactants are: [CH:1]12[S:8][CH:5]([CH2:6][CH2:7]1)[CH2:4][C:3](=O)[CH2:2]2.O([Si](C)(C)C)S(C(F)(F)F)(=O)=O.[Br:22][C:23]1[CH:24]=[C:25]2[C:29](=[C:30]([C:32]([O:34][CH2:35][CH3:36])=[O:33])[CH:31]=1)[NH:28][CH:27]=[CH:26]2.C([SiH](CC)CC)C. (6) Given the product [CH:1]1([C:6]2[CH:7]=[N:8][N:9]([CH2:11][CH2:12][C@@:13]([CH3:21])([S:17]([CH3:20])(=[O:19])=[O:18])[C:14]([NH:36][O:35][CH:30]3[CH2:31][CH2:32][CH2:33][CH2:34][O:29]3)=[O:16])[CH:10]=2)[CH2:2][CH2:3][CH2:4][CH2:5]1, predict the reactants needed to synthesize it. The reactants are: [CH:1]1([C:6]2[CH:7]=[N:8][N:9]([CH2:11][CH2:12][C@@:13]([CH3:21])([S:17]([CH3:20])(=[O:19])=[O:18])[C:14]([OH:16])=O)[CH:10]=2)[CH2:5][CH2:4][CH2:3][CH2:2]1.CN1CCOCC1.[O:29]1[CH2:34][CH2:33][CH2:32][CH2:31][CH:30]1[O:35][NH2:36]. (7) Given the product [CH3:42][O:26][C:25]([C:15]1[S:16][C:17]([C:19]2[CH:24]=[CH:23][CH:22]=[CH:21][CH:20]=2)=[CH:18][C:14]=1[NH:13][C:2]([NH:28][CH:29]1[CH2:30][CH2:31][N:32]([C:35]([O:37][C:38]([CH3:41])([CH3:40])[CH3:39])=[O:36])[CH2:33][CH2:34]1)=[O:4])=[O:27], predict the reactants needed to synthesize it. The reactants are: Cl[C:2](Cl)([O:4]C(=O)OC(Cl)(Cl)Cl)Cl.[NH2:13][C:14]1[CH:18]=[C:17]([C:19]2[CH:24]=[CH:23][CH:22]=[CH:21][CH:20]=2)[S:16][C:15]=1[C:25]([O-:27])=[O:26].[NH2:28][CH:29]1[CH2:34][CH2:33][N:32]([C:35]([O:37][C:38]([CH3:41])([CH3:40])[CH3:39])=[O:36])[CH2:31][CH2:30]1.[CH3:42]CN(C(C)C)C(C)C.